Dataset: Full USPTO retrosynthesis dataset with 1.9M reactions from patents (1976-2016). Task: Predict the reactants needed to synthesize the given product. (1) Given the product [CH3:33][C:10]1[C:11]2[C:20]3[C:19]4[CH:21]=[CH:22][CH:23]=[CH:24][C:18]=4[N:17]=[CH:16][C:15]=3[C:14]([C:25]3[CH:30]=[CH:29][C:28]([OH:31])=[CH:27][CH:26]=3)=[N:13][C:12]=2[NH:8][N:9]=1, predict the reactants needed to synthesize it. The reactants are: COC1C=CC(C[N:8]2[C:12]3[N:13]=[C:14]([C:25]4[CH:30]=[CH:29][C:28]([O:31]C)=[CH:27][CH:26]=4)[C:15]4[CH2:16][NH:17][C:18]5[CH:24]=[CH:23][CH:22]=[CH:21][C:19]=5[C:20]=4[C:11]=3[C:10]([CH3:33])=[N:9]2)=CC=1. (2) Given the product [CH3:1][O:2][C:3]1[CH:4]=[C:5]2[C:10](=[CH:11][C:12]=1[O:13][CH3:14])[N:9]=[CH:8][N:7]=[C:6]2[O:15][C:16]1[CH:22]=[CH:21][C:19]([NH:20][C:37]([NH:53][CH2:52][CH2:51][N:45]2[CH2:50][CH2:49][CH2:48][CH2:47][CH2:46]2)=[O:43])=[C:18]([N+:23]([O-:25])=[O:24])[CH:17]=1, predict the reactants needed to synthesize it. The reactants are: [CH3:1][O:2][C:3]1[CH:4]=[C:5]2[C:10](=[CH:11][C:12]=1[O:13][CH3:14])[N:9]=[CH:8][N:7]=[C:6]2[O:15][C:16]1[CH:22]=[CH:21][C:19]([NH2:20])=[C:18]([N+:23]([O-:25])=[O:24])[CH:17]=1.C(N(CC)CC)C.ClC(Cl)(O[C:37](=[O:43])OC(Cl)(Cl)Cl)Cl.[N:45]1([CH2:51][CH2:52][NH2:53])[CH2:50][CH2:49][CH2:48][CH2:47][CH2:46]1. (3) Given the product [C:39]([O:38][C@@H:25]1[C@@H:24]([CH2:23][OH:22])[O:28][C@@H:27]([N:29]2[CH:37]=[C:35]([CH3:36])[C:33](=[O:34])[NH:32][C:30]2=[O:31])[CH2:26]1)(=[O:41])[CH3:40], predict the reactants needed to synthesize it. The reactants are: COC1C=CC(C([O:22][CH2:23][C@H:24]2[O:28][C@@H:27]([N:29]3[CH:37]=[C:35]([CH3:36])[C:33](=[O:34])[NH:32][C:30]3=[O:31])[CH2:26][C@@H:25]2[O:38][C:39](=[O:41])[CH3:40])(C2C=CC=CC=2)C2C=CC(OC)=CC=2)=CC=1.C1(S(O)(=O)=O)C=CC=CC=1.C(=O)(O)[O-].[Na+]. (4) Given the product [N:14]1([O:73][C:72]([N:37]([CH3:38])[CH3:36])=[N+:71]([CH3:74])[CH3:70])[C:13]2[N:16]=[CH:17][CH:22]=[CH:21][C:20]=2[N:65]=[N:15]1.[Br:54][C:55]1[CH:59]=[CH:58][S:57][C:56]=1[C:60]([NH:32][CH:33]([C:35]1[N:40]=[N:39][C:38]([NH:41][C:42]2[CH:43]=[C:44]([O:52][CH3:53])[C:45]([O:50][CH3:51])=[C:46]([O:48][CH3:49])[CH:47]=2)=[N:37][CH:36]=1)[CH3:34])=[O:61], predict the reactants needed to synthesize it. The reactants are: BrC1C=C(C=CC=1)C(NC(C1[N:15]=[N:14][C:13]([NH:16][C:17]2[CH:22]=[C:21](OC)[C:20](OC)=C(OC)C=2)=NC=1)C)=O.[NH2:32][CH:33]([C:35]1[N:40]=[N:39][C:38]([NH:41][C:42]2[CH:47]=[C:46]([O:48][CH3:49])[C:45]([O:50][CH3:51])=[C:44]([O:52][CH3:53])[CH:43]=2)=[N:37][CH:36]=1)[CH3:34].[Br:54][C:55]1[CH:59]=[CH:58][S:57][C:56]=1[C:60](O)=[O:61].C([N:65](CC)CC)C.[CH3:70][N:71]([CH3:74])[CH:72]=[O:73]. (5) Given the product [F:1][C:2]1[CH:3]=[C:4]([CH:29]=[CH:30][C:31]=1[F:32])[CH2:5][NH:6][C:7]([C:9]1[C:17]2[C:12](=[CH:13][C:14]([O:18][C:40]3[CH:45]=[CH:44][CH:43]=[CH:42][N:41]=3)=[CH:15][CH:16]=2)[N:11]([CH2:19][C:20]2[CH:25]=[CH:24][CH:23]=[CH:22][N:21]=2)[C:10]=1[CH:26]([CH3:28])[CH3:27])=[O:8], predict the reactants needed to synthesize it. The reactants are: [F:1][C:2]1[CH:3]=[C:4]([CH:29]=[CH:30][C:31]=1[F:32])[CH2:5][NH:6][C:7]([C:9]1[C:17]2[C:12](=[CH:13][C:14]([OH:18])=[CH:15][CH:16]=2)[N:11]([CH2:19][C:20]2[CH:25]=[CH:24][CH:23]=[CH:22][N:21]=2)[C:10]=1[CH:26]([CH3:28])[CH3:27])=[O:8].C(=O)([O-])[O-].[Cs+].[Cs+].I[C:40]1[CH:45]=[CH:44][CH:43]=[CH:42][N:41]=1. (6) Given the product [Br:12][C:13]1[CH:18]=[CH:17][C:16]([C:19]2[O:9][N:8]=[C:7]([C:6]3[CH:5]=[N:4][CH:3]=[C:2]([F:1])[CH:11]=3)[CH:20]=2)=[CH:15][CH:14]=1, predict the reactants needed to synthesize it. The reactants are: [F:1][C:2]1[CH:3]=[N:4][CH:5]=[C:6]([CH:11]=1)[C:7](Cl)=[N:8][OH:9].[Br:12][C:13]1[CH:18]=[CH:17][C:16]([C:19]#[CH:20])=[CH:15][CH:14]=1.N. (7) The reactants are: [CH2:1]([O:5][C:6]1[C:11]([CH:12]([CH3:14])[CH3:13])=[CH:10][C:9]([CH:15]([CH3:17])[CH3:16])=[CH:8][C:7]=1[C:18]1[C:26]2C(=[CH:22][CH:23]=[C:24]([C:27]([CH3:32])=[CH:28]C(O)=O)[CH:25]=2)NC=1)[CH2:2][CH2:3][CH3:4].[C:33](=[O:36])([O-])[O-:34].[Cs+].[Cs+].I[CH3:40].[CH3:41][N:42]([CH:44]=O)[CH3:43]. Given the product [CH3:40][O:34][C:33](=[O:36])[CH:28]=[C:27]([C:24]1[CH:25]=[C:26]2[C:43](=[CH:22][CH:23]=1)[N:42]([CH3:41])[CH:44]=[C:18]2[C:7]1[CH:8]=[C:9]([CH:15]([CH3:17])[CH3:16])[CH:10]=[C:11]([CH:12]([CH3:13])[CH3:14])[C:6]=1[O:5][CH2:1][CH2:2][CH2:3][CH3:4])[CH3:32], predict the reactants needed to synthesize it.